The task is: Predict the reaction yield, written as a fraction of the theoretical maximum amount of product (1.0 means a 100% yield; for example, 0.34 means a 34% yield).. This data is from Reaction yield outcomes from USPTO patents with 853,638 reactions. (1) The reactants are C(N(CC)CC)C.[NH2:8][C:9]1[CH:14]=[CH:13][CH:12]=[CH:11][C:10]=1[OH:15].[C:16](=O)(OC(Cl)(Cl)Cl)[O:17]C(Cl)(Cl)Cl. The catalyst is C(Cl)Cl. The product is [O:15]1[C:10]2[CH:11]=[CH:12][CH:13]=[CH:14][C:9]=2[NH:8][C:16]1=[O:17]. The yield is 0.480. (2) The reactants are C(N(CC)CC)C.[F:8][C:9]1[CH:16]=[CH:15][C:14](I)=[CH:13][C:10]=1[CH2:11][OH:12].[C:18]([C:20]1[CH:21]=[N:22][CH:23]=[C:24]([CH:27]=1)[C:25]#[N:26])#[CH:19]. The catalyst is O1CCCC1.[Br-].[Zn+2].[Br-].C1C=CC([P]([Pd]([P](C2C=CC=CC=2)(C2C=CC=CC=2)C2C=CC=CC=2)([P](C2C=CC=CC=2)(C2C=CC=CC=2)C2C=CC=CC=2)[P](C2C=CC=CC=2)(C2C=CC=CC=2)C2C=CC=CC=2)(C2C=CC=CC=2)C2C=CC=CC=2)=CC=1. The product is [F:8][C:9]1[CH:16]=[CH:15][C:14]([C:19]#[C:18][C:20]2[CH:21]=[N:22][CH:23]=[C:24]([CH:27]=2)[C:25]#[N:26])=[CH:13][C:10]=1[CH2:11][OH:12]. The yield is 0.620. (3) The reactants are [C:1]([C:5]1[CH:12]=[CH:11][C:8]([CH2:9][NH2:10])=[CH:7][CH:6]=1)([CH3:4])([CH3:3])[CH3:2].[CH:13]1([N:19]=[C:20]=[O:21])[CH2:18][CH2:17][CH2:16][CH2:15][CH2:14]1.[C:22](Cl)(=[O:27])[CH2:23][C:24](Cl)=[O:25]. The catalyst is ClCCl. The product is [CH:13]1([N:19]2[C:24](=[O:25])[CH2:23][C:22](=[O:27])[N:10]([CH2:9][C:8]3[CH:7]=[CH:6][C:5]([C:1]([CH3:4])([CH3:2])[CH3:3])=[CH:12][CH:11]=3)[C:20]2=[O:21])[CH2:18][CH2:17][CH2:16][CH2:15][CH2:14]1. The yield is 0.690. (4) The reactants are BrC1C=CC=C2C=1C(CC1C=C(OC)C=C(OC)C=1)=CC2.[CH3:22][O:23][C:24]1[CH:52]=[CH:51][C:50]([O:53][CH3:54])=[CH:49][C:25]=1[CH2:26][C:27]1(O)[C:35]2[C:30](=[CH:31][CH:32]=[CH:33][C:34]=2[CH2:36][CH2:37][C:38]2[CH:47]=[CH:46][C:41]([C:42]([O:44][CH3:45])=[O:43])=[CH:40][CH:39]=2)[CH2:29][CH2:28]1.C1(C)C=CC(S(O)(=O)=O)=CC=1. The yield is 0.820. The catalyst is C1(C)C=CC=CC=1. The product is [CH3:22][O:23][C:24]1[CH:52]=[CH:51][C:50]([O:53][CH3:54])=[CH:49][C:25]=1[CH2:26][C:27]1[C:35]2[C:30](=[CH:31][CH:32]=[CH:33][C:34]=2[CH2:36][CH2:37][C:38]2[CH:39]=[CH:40][C:41]([C:42]([O:44][CH3:45])=[O:43])=[CH:46][CH:47]=2)[CH2:29][CH:28]=1.[CH3:22][O:23][C:24]1[CH:52]=[CH:51][C:50]([O:53][CH3:54])=[CH:49][C:25]=1/[CH:26]=[C:27]1\[CH2:28][CH2:29][C:30]2[C:35]\1=[C:34]([CH2:36][CH2:37][C:38]1[CH:39]=[CH:40][C:41]([C:42]([O:44][CH3:45])=[O:43])=[CH:46][CH:47]=1)[CH:33]=[CH:32][CH:31]=2.